From a dataset of Reaction yield outcomes from USPTO patents with 853,638 reactions. Predict the reaction yield, written as a fraction of the theoretical maximum amount of product (1.0 means a 100% yield; for example, 0.34 means a 34% yield). (1) The yield is 0.550. The reactants are [CH2:1]([Li])[CH2:2][CH2:3][CH3:4].O=O.Br[C:9]1[CH:14]=[CH:13][C:12]([F:15])=[C:11]([CH2:16][C:17]2[CH:22]=[CH:21][C:20]([O:23][CH3:24])=[CH:19][CH:18]=2)[CH:10]=1.CON(C)[C:28](=[O:80])[C@H:29]([O:72]CC1C=CC=CC=1)[C@@H:30]([O:64][CH2:65][C:66]1[CH:71]=[CH:70][CH:69]=[CH:68][CH:67]=1)[C@H:31]([O:56][CH2:57][C:58]1[CH:63]=[CH:62][CH:61]=[CH:60][CH:59]=1)[C:32]([OH:55])([CH2:44][O:45][CH2:46][C:47]1[CH:52]=[CH:51][C:50]([O:53][CH3:54])=[CH:49][CH:48]=1)[CH2:33][O:34][CH2:35][C:36]1[CH:41]=[CH:40][C:39]([O:42][CH3:43])=[CH:38][CH:37]=1.[Al].O1C[CH2:86][CH2:85][CH2:84]1. The catalyst is C(OCC)C. The product is [CH2:1]([O:72][CH:29]1[C@@H:30]([O:64][CH2:65][C:66]2[CH:67]=[CH:68][CH:69]=[CH:70][CH:71]=2)[C@H:31]([O:56][CH2:57][C:58]2[CH:63]=[CH:62][CH:61]=[CH:60][CH:59]=2)[C:32]([CH2:44][O:45][CH2:46][C:47]2[CH:48]=[CH:49][C:50]([O:53][CH3:54])=[CH:51][CH:52]=2)([CH2:33][O:34][CH2:35][C:36]2[CH:37]=[CH:38][C:39]([O:42][CH3:43])=[CH:40][CH:41]=2)[O:55][C:28]1([C:9]1[CH:14]=[CH:13][C:12]([F:15])=[C:11]([CH2:16][C:17]2[CH:22]=[CH:21][C:20]([O:23][CH3:24])=[CH:19][CH:18]=2)[CH:10]=1)[OH:80])[C:2]1[CH:86]=[CH:85][CH:84]=[CH:4][CH:3]=1. (2) The reactants are [O:1]1[C:5]2[CH:6]=[CH:7][C:8]([C:10]3([C:13]([NH:15][C:16]4[CH:17]=[C:18]([C:23]5[CH:28]=[CH:27][C:26]([C:29]#[N:30])=[C:25]([Cl:31])[CH:24]=5)[C:19]([CH3:22])=[CH:20][CH:21]=4)=[O:14])[CH2:12][CH2:11]3)=[CH:9][C:4]=2[O:3][CH2:2]1.[Cl-].[NH4+].[N-:34]=[N+:35]=[N-:36].[Na+]. The catalyst is CN(C=O)C. The product is [O:1]1[C:5]2[CH:6]=[CH:7][C:8]([C:10]3([C:13]([NH:15][C:16]4[CH:17]=[C:18]([C:23]5[CH:28]=[CH:27][C:26]([C:29]6[N:34]=[N:35][NH:36][N:30]=6)=[C:25]([Cl:31])[CH:24]=5)[C:19]([CH3:22])=[CH:20][CH:21]=4)=[O:14])[CH2:12][CH2:11]3)=[CH:9][C:4]=2[O:3][CH2:2]1. The yield is 0.0900.